Dataset: NCI-60 drug combinations with 297,098 pairs across 59 cell lines. Task: Regression. Given two drug SMILES strings and cell line genomic features, predict the synergy score measuring deviation from expected non-interaction effect. (1) Drug 1: C1=C(C(=O)NC(=O)N1)F. Drug 2: CCC1(C2=C(COC1=O)C(=O)N3CC4=CC5=C(C=CC(=C5CN(C)C)O)N=C4C3=C2)O.Cl. Cell line: M14. Synergy scores: CSS=41.9, Synergy_ZIP=-9.74, Synergy_Bliss=-4.62, Synergy_Loewe=-1.57, Synergy_HSA=-1.01. (2) Drug 1: C1CC(=O)NC(=O)C1N2CC3=C(C2=O)C=CC=C3N. Drug 2: CN(CC1=CN=C2C(=N1)C(=NC(=N2)N)N)C3=CC=C(C=C3)C(=O)NC(CCC(=O)O)C(=O)O. Cell line: EKVX. Synergy scores: CSS=10.4, Synergy_ZIP=-6.11, Synergy_Bliss=-1.36, Synergy_Loewe=-1.37, Synergy_HSA=2.24. (3) Drug 1: CC1C(C(CC(O1)OC2CC(OC(C2O)C)OC3=CC4=CC5=C(C(=O)C(C(C5)C(C(=O)C(C(C)O)O)OC)OC6CC(C(C(O6)C)O)OC7CC(C(C(O7)C)O)OC8CC(C(C(O8)C)O)(C)O)C(=C4C(=C3C)O)O)O)O. Drug 2: CC1C(C(CC(O1)OC2CC(CC3=C2C(=C4C(=C3O)C(=O)C5=CC=CC=C5C4=O)O)(C(=O)C)O)N)O. Cell line: 786-0. Synergy scores: CSS=52.6, Synergy_ZIP=4.31, Synergy_Bliss=7.41, Synergy_Loewe=-3.52, Synergy_HSA=7.62. (4) Drug 1: CCC(=C(C1=CC=CC=C1)C2=CC=C(C=C2)OCCN(C)C)C3=CC=CC=C3.C(C(=O)O)C(CC(=O)O)(C(=O)O)O. Drug 2: C1=NNC2=C1C(=O)NC=N2. Cell line: UACC62. Synergy scores: CSS=4.93, Synergy_ZIP=-2.81, Synergy_Bliss=-2.88, Synergy_Loewe=-1.09, Synergy_HSA=-1.69. (5) Drug 1: CC1C(C(CC(O1)OC2CC(CC3=C2C(=C4C(=C3O)C(=O)C5=C(C4=O)C(=CC=C5)OC)O)(C(=O)CO)O)N)O.Cl. Drug 2: COC1=C2C(=CC3=C1OC=C3)C=CC(=O)O2. Cell line: OVCAR3. Synergy scores: CSS=3.57, Synergy_ZIP=2.06, Synergy_Bliss=4.57, Synergy_Loewe=3.94, Synergy_HSA=1.04.